This data is from Reaction yield outcomes from USPTO patents with 853,638 reactions. The task is: Predict the reaction yield, written as a fraction of the theoretical maximum amount of product (1.0 means a 100% yield; for example, 0.34 means a 34% yield). (1) The reactants are Br[C:2]1[CH:18]=[C:17]([CH3:19])[C:5]2[N:6]=[C:7]([NH:10][C:11]3[CH:16]=[CH:15][CH:14]=[CH:13][CH:12]=3)[N:8]=[N:9][C:4]=2[CH:3]=1.[CH3:20][O:21][C:22]1[CH:27]=[CH:26][CH:25]=[C:24]([O:28][CH3:29])[C:23]=1B(O)O.C(=O)([O-])[O-].[K+].[K+].C1(P(C2C=CC=CC=2)C2C=CC=CC=2)C=CC=CC=1. The catalyst is CN(C)C(=O)C.C(O)C.O.[Pd].[Pd].C(=CC(C=CC1C=CC=CC=1)=O)C1C=CC=CC=1.C(=CC(C=CC1C=CC=CC=1)=O)C1C=CC=CC=1.C(=CC(C=CC1C=CC=CC=1)=O)C1C=CC=CC=1. The product is [CH3:20][O:21][C:22]1[CH:27]=[CH:26][CH:25]=[C:24]([O:28][CH3:29])[C:23]=1[C:2]1[CH:18]=[C:17]([CH3:19])[C:5]2[N:6]=[C:7]([NH:10][C:11]3[CH:16]=[CH:15][CH:14]=[CH:13][CH:12]=3)[N:8]=[N:9][C:4]=2[CH:3]=1. The yield is 0.424. (2) The reactants are [CH3:1][O:2][C:3]([C:5]1[S:6][C:7]([CH:27]2[CH2:32][CH2:31][C:30]([CH3:34])([CH3:33])[CH2:29][CH2:28]2)=[CH:8][C:9]=1[N:10]([C@H:20]1[CH2:25][CH2:24][C@@H:23]([OH:26])[CH2:22][CH2:21]1)[C:11]([C@H:13]1[CH2:18][CH2:17][C@H:16]([CH3:19])[CH2:15][CH2:14]1)=[O:12])=[O:4].[CH3:35][S:36](Cl)(=[O:38])=[O:37].C(N(CC)CC)C.O. The catalyst is C(Cl)Cl. The product is [CH3:1][O:2][C:3]([C:5]1[S:6][C:7]([CH:27]2[CH2:28][CH2:29][C:30]([CH3:33])([CH3:34])[CH2:31][CH2:32]2)=[CH:8][C:9]=1[N:10]([C@H:20]1[CH2:25][CH2:24][C@@H:23]([O:26][S:36]([CH3:35])(=[O:38])=[O:37])[CH2:22][CH2:21]1)[C:11]([C@H:13]1[CH2:14][CH2:15][C@H:16]([CH3:19])[CH2:17][CH2:18]1)=[O:12])=[O:4]. The yield is 0.980. (3) The reactants are [F:1][C:2]1[CH:3]=[C:4]2[C:8](=[C:9]([CH:11]=[CH:12][C:13]([OH:15])=[O:14])[CH:10]=1)[NH:7][CH:6]=[C:5]2[CH3:16].CC(C)([O-])C.[K+].[Cl:23][C:24]1[CH:31]=[C:30]([Cl:32])[CH:29]=[CH:28][C:25]=1[CH2:26]Cl. The catalyst is C1COCC1. The product is [Cl:23][C:24]1[CH:31]=[C:30]([Cl:32])[CH:29]=[CH:28][C:25]=1[CH2:26][N:7]1[C:8]2[C:4](=[CH:3][C:2]([F:1])=[CH:10][C:9]=2/[CH:11]=[CH:12]/[C:13]([OH:15])=[O:14])[C:5]([CH3:16])=[CH:6]1. The yield is 0.700. (4) The reactants are [Cl:1][C:2]1[CH:3]=[C:4]([C:14]#[N:15])[C:5]([NH:8]C(=O)OCC)=[N:6][CH:7]=1.[C:16]([NH:19][NH2:20])(=[O:18])C.[C:21]1(OC2C=CC=CC=2)C=CC=C[CH:22]=1. No catalyst specified. The product is [Cl:1][C:2]1[CH:7]=[N:6][C:5]2[N:8]=[C:16]([OH:18])[N:19]3[N:20]=[C:21]([CH3:22])[N:15]=[C:14]3[C:4]=2[CH:3]=1. The yield is 0.200. (5) The reactants are [I:1][C:2]1[CH:7]=[CH:6][C:5]([OH:8])=[CH:4][CH:3]=1.F[C:10]1[CH:23]=[CH:22][C:13]([C:14]([C:16]2[CH:21]=[CH:20][CH:19]=[CH:18][CH:17]=2)=[O:15])=[CH:12][CH:11]=1.C(=O)([O-])[O-].[K+].[K+].CN(C=O)C. The catalyst is C1(C)C=CC=CC=1. The product is [I:1][C:2]1[CH:7]=[CH:6][C:5]([O:8][C:22]2[CH:23]=[CH:10][CH:11]=[CH:12][C:13]=2[C:14]([C:16]2[CH:21]=[CH:20][CH:19]=[CH:18][CH:17]=2)=[O:15])=[CH:4][CH:3]=1. The yield is 0.870. (6) The reactants are [C:1]([C:3]1[C:4]([C:9]2[CH:14]=[CH:13][CH:12]=[CH:11][CH:10]=2)=[N:5][O:6][C:7]=1[CH3:8])#[CH:2].Br[C:16]1[CH:21]=[CH:20][C:19]([Cl:22])=[CH:18][N:17]=1. No catalyst specified. The product is [Cl:22][C:19]1[CH:20]=[CH:21][C:16]([C:2]#[C:1][C:3]2[C:4]([C:9]3[CH:14]=[CH:13][CH:12]=[CH:11][CH:10]=3)=[N:5][O:6][C:7]=2[CH3:8])=[N:17][CH:18]=1. The yield is 0.800. (7) The reactants are Br[C:2]1[N:7]=[C:6]([C:8]([O:10][CH3:11])=[O:9])[CH:5]=[CH:4][C:3]=1[F:12].[F:13][C:14]1[CH:19]=[C:18]([O:20][CH2:21][CH2:22][O:23][CH3:24])[CH:17]=[C:16]([F:25])[C:15]=1B1OC(C)(C)C(C)(C)O1. No catalyst specified. The product is [F:13][C:14]1[CH:19]=[C:18]([O:20][CH2:21][CH2:22][O:23][CH3:24])[CH:17]=[C:16]([F:25])[C:15]=1[C:2]1[N:7]=[C:6]([C:8]([O:10][CH3:11])=[O:9])[CH:5]=[CH:4][C:3]=1[F:12]. The yield is 0.950.